From a dataset of Forward reaction prediction with 1.9M reactions from USPTO patents (1976-2016). Predict the product of the given reaction. (1) Given the reactants [Cl:1][C:2]1[C:7]2[CH:8]=[CH:9][N:10](CC3C=CC(OC)=CC=3)[C:6]=2[C:5]([C:20]([O:22][CH2:23][CH3:24])=[O:21])=[CH:4][N:3]=1.S(=O)(=O)(O)O.C(=O)(O)[O-].[Na+], predict the reaction product. The product is: [Cl:1][C:2]1[C:7]2[CH:8]=[CH:9][NH:10][C:6]=2[C:5]([C:20]([O:22][CH2:23][CH3:24])=[O:21])=[CH:4][N:3]=1. (2) Given the reactants [CH2:1]([O:4][C:5]([C:7]1[CH:12]=[CH:11][C:10]([C:13]2[C:21]3[C:16](=[CH:17][CH:18]=[CH:19][CH:20]=3)[N:15]([C:22]3[CH:30]=[CH:29][C:25]([C:26]([OH:28])=[O:27])=[CH:24][CH:23]=3)[N:14]=2)=[CH:9][CH:8]=1)=[O:6])[CH:2]=[CH2:3].O[N:32]1[C:36](=[O:37])[CH2:35][CH2:34][C:33]1=[O:38].C(N=C=NC(C)C)(C)C, predict the reaction product. The product is: [O:38]=[C:33]1[CH2:34][CH2:35][C:36](=[O:37])[N:32]1[O:27][C:26](=[O:28])[C:25]1[CH:24]=[CH:23][C:22]([N:15]2[C:16]3[C:21](=[CH:20][CH:19]=[CH:18][CH:17]=3)[C:13]([C:10]3[CH:9]=[CH:8][C:7]([C:5]([O:4][CH2:1][CH:2]=[CH2:3])=[O:6])=[CH:12][CH:11]=3)=[N:14]2)=[CH:30][CH:29]=1. (3) Given the reactants [NH:1]1[CH:5]=[N:4][CH:3]=[N:2]1.F[C:7]1[C:16]2[C:11](=[CH:12][CH:13]=[CH:14][CH:15]=2)[C:10]([CH:17]=[O:18])=[CH:9][CH:8]=1, predict the reaction product. The product is: [N:1]1([C:7]2[C:16]3[C:11](=[CH:12][CH:13]=[CH:14][CH:15]=3)[C:10]([CH:17]=[O:18])=[CH:9][CH:8]=2)[CH:5]=[N:4][CH:3]=[N:2]1.